From a dataset of Experimentally validated miRNA-target interactions with 360,000+ pairs, plus equal number of negative samples. Binary Classification. Given a miRNA mature sequence and a target amino acid sequence, predict their likelihood of interaction. The miRNA is hsa-miR-5681b with sequence AGGUAUUGCCACCCUUUCUAGU. The protein sequence of the target gene is MALGRTGAGAAVRARLALGLALASILSGPPAAACPTKCTCSAASVDCHGLGLRAVPRGIPRNAERLDLDRNNITRITKMDFAGLKNLRVLHLEDNQVSIIERGAFQDLKQLERLRLNKNKLQVLPELLFQSTPKLTRLDLSENQIQGIPRKAFRGVTGVKNLQLDNNHISCIEDGAFRALRDLEILTLNNNNISRILVTSFNHMPKIRTLRLHSNHLYCDCHLAWLSDWLRQRRTIGQFTLCMAPVHLRGFSVADVQKKEYVCPGPHSEAPACNANSLSCPSACSCSNNIVDCRGKGLTE.... Result: 0 (no interaction).